From a dataset of Full USPTO retrosynthesis dataset with 1.9M reactions from patents (1976-2016). Predict the reactants needed to synthesize the given product. (1) Given the product [OH:15][C@@H:16]([C@H:18]1[C:38](=[O:39])[N:20]2[C:21]([C:35]([O:37][CH2:8][O:7][C:6]([N:5]([CH2:11][CH:12]([CH3:14])[CH3:13])[CH2:1][CH:2]([CH3:4])[CH3:3])=[O:10])=[O:36])=[C:22]([S:25]/[CH:26]=[CH:27]\[C:28]3[S:32][CH:31]=[N:30][C:29]=3[CH2:33][OH:34])[C@H:23]([CH3:24])[C@H:19]12)[CH3:17], predict the reactants needed to synthesize it. The reactants are: [CH2:1]([N:5]([CH2:11][CH:12]([CH3:14])[CH3:13])[C:6](=[O:10])[O:7][CH2:8]Cl)[CH:2]([CH3:4])[CH3:3].[OH:15][C@@H:16]([C@H:18]1[C:38](=[O:39])[N:20]2[C:21]([C:35]([O-:37])=[O:36])=[C:22]([S:25]/[CH:26]=[CH:27]\[C:28]3[S:32][CH:31]=[N:30][C:29]=3[CH2:33][OH:34])[C@H:23]([CH3:24])[C@H:19]12)[CH3:17].[Na+]. (2) The reactants are: Cl[C:2]1[N:7]=[CH:6][N:5]=[C:4]([NH:8][C:9]2[CH:14]=[CH:13][C:12]([N:15]3[CH2:20][CH2:19][N:18]([CH:21]4[CH2:24][O:23][CH2:22]4)[CH2:17][CH2:16]3)=[CH:11][CH:10]=2)[N:3]=1.[CH3:25][O:26][C:27]1[CH:28]=[C:29]([CH:32]=[C:33](B2OC(C)(C)C(C)(C)O2)[CH:34]=1)[C:30]#[N:31].C(=O)([O-])[O-].[Na+].[Na+].O1CCOCC1. Given the product [CH3:25][O:26][C:27]1[CH:28]=[C:29]([CH:32]=[C:33]([C:2]2[N:3]=[C:4]([NH:8][C:9]3[CH:14]=[CH:13][C:12]([N:15]4[CH2:20][CH2:19][N:18]([CH:21]5[CH2:24][O:23][CH2:22]5)[CH2:17][CH2:16]4)=[CH:11][CH:10]=3)[N:5]=[CH:6][N:7]=2)[CH:34]=1)[C:30]#[N:31], predict the reactants needed to synthesize it. (3) Given the product [CH2:29]([N:28]([CH2:22][CH2:23][CH2:24][CH2:25][CH2:26][CH3:27])[C:12](=[O:14])[CH2:11][O:10][C:9]1[CH:8]=[CH:7][C:6]([CH2:5][C@H:4]([O:3][CH2:1][CH3:2])[C:17]([O:19][CH2:20][CH3:21])=[O:18])=[CH:16][CH:15]=1)[C:30]1[CH:35]=[CH:34][CH:33]=[CH:32][CH:31]=1, predict the reactants needed to synthesize it. The reactants are: [CH2:1]([O:3][C@H:4]([C:17]([O:19][CH2:20][CH3:21])=[O:18])[CH2:5][C:6]1[CH:16]=[CH:15][C:9]([O:10][CH2:11][C:12]([OH:14])=O)=[CH:8][CH:7]=1)[CH3:2].[CH2:22]([NH:28][CH2:29][C:30]1[CH:35]=[CH:34][CH:33]=[CH:32][CH:31]=1)[CH2:23][CH2:24][CH2:25][CH2:26][CH3:27].Cl.C(N=C=NCCCN(C)C)C. (4) Given the product [CH3:1][C:2]1[C:6]([CH2:7][O:8][C:9]2[CH:10]=[CH:11][C:12]([S:15]([N:18]([CH2:30][CH:29]([CH3:32])[CH3:31])[C:19]3[CH:24]=[CH:23][C:22]([CH:25]([CH3:26])[CH3:27])=[CH:21][N:20]=3)(=[O:17])=[O:16])=[CH:13][CH:14]=2)=[C:5]([CH3:28])[O:4][N:3]=1, predict the reactants needed to synthesize it. The reactants are: [CH3:1][C:2]1[C:6]([CH2:7][O:8][C:9]2[CH:14]=[CH:13][C:12]([S:15]([NH:18][C:19]3[CH:24]=[CH:23][C:22]([CH:25]([CH3:27])[CH3:26])=[CH:21][N:20]=3)(=[O:17])=[O:16])=[CH:11][CH:10]=2)=[C:5]([CH3:28])[O:4][N:3]=1.[C:29](N=C(N(C)C)N(C)C)([CH3:32])([CH3:31])[CH3:30]. (5) Given the product [Cl:1][C:2]1[C:7]([NH:21][CH2:20][CH2:19][O:18][CH3:17])=[N:6][C:5]([NH2:11])=[N:4][C:3]=1[C:12]1[O:13][CH:14]=[CH:15][CH:16]=1, predict the reactants needed to synthesize it. The reactants are: [Cl:1][C:2]1[C:3]([C:12]2[O:13][CH:14]=[CH:15][CH:16]=2)=[N:4][C:5]([NH2:11])=[N:6][C:7]=1S(C)=O.[CH3:17][O:18][CH2:19][CH2:20][NH2:21].